From a dataset of Full USPTO retrosynthesis dataset with 1.9M reactions from patents (1976-2016). Predict the reactants needed to synthesize the given product. (1) Given the product [F:15][C:14]([F:17])([F:16])[C:11]1[CH:12]=[CH:13][C:8]([C:5]2[CH:4]=[C:3]3[C:2](=[CH:7][CH:6]=2)[O:21][C:20](=[O:22])[CH2:19][CH2:18]3)=[CH:9][CH:10]=1, predict the reactants needed to synthesize it. The reactants are: O[C:2]1[CH:7]=[CH:6][C:5]([C:8]2[CH:13]=[CH:12][C:11]([C:14]([F:17])([F:16])[F:15])=[CH:10][CH:9]=2)=[CH:4][C:3]=1[CH2:18][CH2:19][C:20]([OH:22])=[O:21].FC(F)(F)C(O)=O. (2) Given the product [NH2:24][CH2:23][CH2:22][CH2:21][C:12]1([C:14]2[CH:15]=[C:16]([OH:20])[CH:17]=[CH:18][CH:19]=2)[N:11]([C:32]2[S:33][C:34]([CH3:37])=[N:35][N:36]=2)[N:10]=[C:9]([C:3]2[CH:4]=[C:5]([F:8])[CH:6]=[CH:7][C:2]=2[F:1])[S:13]1, predict the reactants needed to synthesize it. The reactants are: [F:1][C:2]1[CH:7]=[CH:6][C:5]([F:8])=[CH:4][C:3]=1[C:9]1[S:13][C:12]([CH2:21][CH2:22][CH2:23][NH:24]C(=O)OC(C)(C)C)([C:14]2[CH:19]=[CH:18][CH:17]=[C:16]([OH:20])[CH:15]=2)[N:11]([C:32]2[S:33][C:34]([CH3:37])=[N:35][N:36]=2)[N:10]=1.Cl.CCOCC.